Dataset: Forward reaction prediction with 1.9M reactions from USPTO patents (1976-2016). Task: Predict the product of the given reaction. (1) Given the reactants [ClH:1].C(OC([NH:9][CH2:10][C@H:11]1[CH2:16][CH2:15][C@H:14]([C:17]([NH:19][C@H:20]([C:51](=[O:64])[NH:52][C:53]2[CH:58]=[CH:57][C:56]([C:59]3[NH:63][N:62]=[N:61][N:60]=3)=[CH:55][CH:54]=2)[CH2:21][C:22]2[CH:23]=[C:24]([C:28]3[CH:33]=[CH:32][C:31]([C:34]([NH:36][CH:37]4[CH:42]5[CH:38]4[CH2:39][N:40](C(OC(C)(C)C)=O)[CH2:41]5)=[O:35])=[CH:30][C:29]=3[CH3:50])[CH:25]=[CH:26][CH:27]=2)=[O:18])[CH2:13][CH2:12]1)=O)(C)(C)C.C(#N)C, predict the reaction product. The product is: [ClH:1].[NH2:9][CH2:10][C@H:11]1[CH2:12][CH2:13][C@H:14]([C:17]([NH:19][C@H:20]([C:51](=[O:64])[NH:52][C:53]2[CH:54]=[CH:55][C:56]([C:59]3[NH:63][N:62]=[N:61][N:60]=3)=[CH:57][CH:58]=2)[CH2:21][C:22]2[CH:23]=[C:24]([C:28]3[CH:33]=[CH:32][C:31]([C:34]([NH:36][CH:37]4[CH:38]5[CH:42]4[CH2:41][NH:40][CH2:39]5)=[O:35])=[CH:30][C:29]=3[CH3:50])[CH:25]=[CH:26][CH:27]=2)=[O:18])[CH2:15][CH2:16]1. (2) The product is: [Cl:90][C:87]1[CH:88]=[CH:89][C:84]([C@@:64]23[O:83][C@@:61]([CH2:101][Cl:102])([CH2:62][O:63]2)[C@@H:60]([OH:59])[C@H:66]([OH:67])[C@H:65]3[OH:75])=[CH:85][C:86]=1[CH2:91][C:92]1[CH:93]=[CH:94][C:95]([O:98][CH2:99][CH3:100])=[CH:96][CH:97]=1. Given the reactants C(O[C@H]1[C@H](OCC2C=CC=CC=2)[C@@H](OCC2C=CC=CC=2)[C@]2(C3C=CC(Cl)=C(CC4C=CC(OCC)=CC=4)C=3)O[C@@]1(CF)CO2)C1C=CC=CC=1.C([O:59][C@H:60]1[C@H:66]([O:67]CC2C=CC=CC=2)[C@@H:65]([O:75]CC2C=CC=CC=2)[C@:64]2([C:84]3[CH:89]=[CH:88][C:87]([Cl:90])=[C:86]([CH2:91][C:92]4[CH:97]=[CH:96][C:95]([O:98][CH2:99][CH3:100])=[CH:94][CH:93]=4)[CH:85]=3)[O:83][C@@:61]1([CH2:101][Cl:102])[CH2:62][O:63]2)C1C=CC=CC=1.C(O)=O.C(OCC)(=O)C, predict the reaction product. (3) The product is: [NH2:1][C:2]1[S:3][C:4]([C:9]([O:11][CH2:12][CH3:13])=[O:10])=[C:5]([C:7]#[N:14])[N:6]=1. Given the reactants [NH2:1][C:2]1[S:3][C:4]([C:9]([O:11][CH2:12][CH3:13])=[O:10])=[C:5]([CH:7]=O)[N:6]=1.[NH3:14].II, predict the reaction product.